Dataset: Forward reaction prediction with 1.9M reactions from USPTO patents (1976-2016). Task: Predict the product of the given reaction. The product is: [NH2:8][C:6]1[CH:5]=[C:4]([O:11][CH3:12])[C:3]([OH:13])=[C:2]([Cl:1])[CH:7]=1. Given the reactants [Cl:1][C:2]1[CH:7]=[C:6]([N+:8]([O-])=O)[CH:5]=[C:4]([O:11][CH3:12])[C:3]=1[OH:13], predict the reaction product.